Predict the product of the given reaction. From a dataset of Forward reaction prediction with 1.9M reactions from USPTO patents (1976-2016). (1) Given the reactants [CH2:1]([Li])CCC.[Br:6][C:7]1[CH:15]=[CH:14][CH:13]=[C:12]2[C:8]=1[C:9]([CH:25]=O)=[CH:10][N:11]2[CH2:16][C:17]1[CH:22]=[CH:21][C:20]([O:23][CH3:24])=[CH:19][CH:18]=1, predict the reaction product. The product is: [Br:6][C:7]1[CH:15]=[CH:14][CH:13]=[C:12]2[C:8]=1[C:9]([CH:25]=[CH2:1])=[CH:10][N:11]2[CH2:16][C:17]1[CH:22]=[CH:21][C:20]([O:23][CH3:24])=[CH:19][CH:18]=1. (2) Given the reactants [Cl:1][C:2]1[CH:3]=[CH:4][C:5]([O:11][CH3:12])=[C:6](B(O)O)[CH:7]=1.Br[C:14]1[C:19]([NH2:20])=[CH:18][CH:17]=[CH:16][N:15]=1, predict the reaction product. The product is: [Cl:1][C:2]1[CH:3]=[CH:4][C:5]([O:11][CH3:12])=[C:6]([C:14]2[C:19]([NH2:20])=[CH:18][CH:17]=[CH:16][N:15]=2)[CH:7]=1.